From a dataset of Catalyst prediction with 721,799 reactions and 888 catalyst types from USPTO. Predict which catalyst facilitates the given reaction. Product: [CH:26]1([CH:27]=[C:11]2[CH2:10][CH2:9][C:8]3[N:7]=[C:6]([C:12]([O:14][CH3:15])=[O:13])[CH:5]=[CH:4][C:3]=3[C:2]2=[O:1])[CH2:20][CH2:19][CH2:18][CH2:17]1. Reactant: [O:1]=[C:2]1[CH2:11][CH2:10][CH2:9][C:8]2[N:7]=[C:6]([C:12]([O:14][CH3:15])=[O:13])[CH:5]=[CH:4][C:3]1=2.N1[CH2:20][CH2:19][CH2:18][CH2:17]1.O.C(O[CH2:26][CH3:27])(=O)C. The catalyst class is: 5.